From a dataset of Reaction yield outcomes from USPTO patents with 853,638 reactions. Predict the reaction yield, written as a fraction of the theoretical maximum amount of product (1.0 means a 100% yield; for example, 0.34 means a 34% yield). (1) The reactants are CO[C:3]([C:5]1[CH:10]=[CH:9][N:8]2[CH:11]=[N:12][CH:13]=[C:7]2[C:6]=1[NH:14][C:15]1[CH:20]=[CH:19][C:18]([I:21])=[CH:17][C:16]=1[F:22])=[O:4].[OH-].[Na+].[CH:25]([O:27][CH2:28][CH2:29][O:30][NH2:31])=[CH2:26].CCN=C=NCCCN(C)C.C1C=CC2N(O)N=NC=2C=1. The catalyst is C(OCC)(=O)C. The product is [CH:25]([O:27][CH2:28][CH2:29][O:30][NH:31][C:3]([C:5]1[CH:10]=[CH:9][N:8]2[CH:11]=[N:12][CH:13]=[C:7]2[C:6]=1[NH:14][C:15]1[CH:20]=[CH:19][C:18]([I:21])=[CH:17][C:16]=1[F:22])=[O:4])=[CH2:26]. The yield is 0.640. (2) The yield is 0.630. The catalyst is C1COCC1.CC(O)=O.CCO. The reactants are [O:1]1[CH:5]=[CH:4][N:3]=[CH:2]1.B.C1COCC1.[Li]C(C)(C)C.[CH2:17]([O:24][C:25]1[CH:26]=[C:27]2[C:31](=[CH:32][CH:33]=1)[CH2:30][CH:29]([CH:34]=[O:35])[CH2:28]2)[C:18]1[CH:23]=[CH:22][CH:21]=[CH:20][CH:19]=1. The product is [CH2:17]([O:24][C:25]1[CH:26]=[C:27]2[C:31](=[CH:32][CH:33]=1)[CH2:30][CH:29]([CH:34]([C:2]1[O:1][CH:5]=[CH:4][N:3]=1)[OH:35])[CH2:28]2)[C:18]1[CH:19]=[CH:20][CH:21]=[CH:22][CH:23]=1. (3) The reactants are Cl[C:2]1[CH:3]=[CH:4][C:5]2[O:14][CH2:13][CH2:12][C:11]3[CH:10]=[C:9]([C:15]4[N:16]([C:20]5[CH:25]=[CH:24][C:23]([F:26])=[CH:22][C:21]=5[F:27])[N:17]=[CH:18][N:19]=4)[S:8][C:7]=3[C:6]=2[N:28]=1.C[Si](C)(C)[O:31][CH2:32][CH:33]([NH2:35])[CH3:34].CC([O-])(C)C.[Na+].CC(C1C=C(C(C)C)C(C2C=CC=CC=2P(C2CCCCC2)C2CCCCC2)=C(C(C)C)C=1)C. The catalyst is O1CCOCC1.CC([O-])=O.CC([O-])=O.[Pd+2]. The product is [F:27][C:21]1[CH:22]=[C:23]([F:26])[CH:24]=[CH:25][C:20]=1[N:16]1[C:15]([C:9]2[S:8][C:7]3[C:6]4[N:28]=[C:2]([NH:35][CH:33]([CH3:34])[CH2:32][OH:31])[CH:3]=[CH:4][C:5]=4[O:14][CH2:13][CH2:12][C:11]=3[CH:10]=2)=[N:19][CH:18]=[N:17]1. The yield is 0.130.